Predict the product of the given reaction. From a dataset of Forward reaction prediction with 1.9M reactions from USPTO patents (1976-2016). (1) Given the reactants [Cl:1][C:2]1[CH:7]=[CH:6][C:5]([C:8]2[CH:24]=[C:11]3[CH:12]=[C:13]([C:16]4[CH:17]=[C:18]([CH:21]=[CH:22][CH:23]=4)[CH:19]=[O:20])[CH:14]=[CH:15][N:10]3[N:9]=2)=[CH:4][CH:3]=1.[CH3:25][Mg]Br.[Cl-].[NH4+].C(OCC)(=O)C, predict the reaction product. The product is: [Cl:1][C:2]1[CH:3]=[CH:4][C:5]([C:8]2[CH:24]=[C:11]3[CH:12]=[C:13]([C:16]4[CH:17]=[C:18]([CH:19]([OH:20])[CH3:25])[CH:21]=[CH:22][CH:23]=4)[CH:14]=[CH:15][N:10]3[N:9]=2)=[CH:6][CH:7]=1. (2) Given the reactants [CH3:1][C:2]([C:4]1[CH:9]=[CH:8][C:7](Cl)=[CH:6][CH:5]=1)=[O:3].[NH:11]1[CH2:16][CH2:15][O:14][CH2:13][CH2:12]1.CC([O-])(C)C.[Na+].C(Cl)(Cl)Cl, predict the reaction product. The product is: [C:2]([C:4]1[CH:9]=[CH:8][C:7]([N:11]2[CH2:16][CH2:15][O:14][CH2:13][CH2:12]2)=[CH:6][CH:5]=1)(=[O:3])[CH3:1]. (3) Given the reactants C(O[C:5](=[O:7])[CH3:6])(=O)C.FC(F)(F)C([O-])=O.[N+:15]([C:18]1[CH:19]=[N:20][C:21]2[CH2:22][CH2:23][NH2+:24][CH2:25][C:26]=2[CH:27]=1)([O-:17])=[O:16], predict the reaction product. The product is: [C:5]([N:24]1[CH2:23][CH2:22][C:21]2[N:20]=[CH:19][C:18]([N+:15]([O-:17])=[O:16])=[CH:27][C:26]=2[CH2:25]1)(=[O:7])[CH3:6]. (4) The product is: [CH3:43][S:44]([O:42][CH2:41][C:39]1[O:38][N:37]=[C:36]([C:27]2[C:28]([C:31](=[O:32])[NH:33][CH2:34][CH3:35])=[N:29][O:30][C:26]=2[C:10]2[CH:11]=[C:12]([CH:23]([CH3:24])[CH3:25])[C:13]([O:15][CH2:16][C:17]3[CH:22]=[CH:21][CH:20]=[CH:19][CH:18]=3)=[CH:14][C:9]=2[O:8][CH2:1][C:2]2[CH:7]=[CH:6][CH:5]=[CH:4][CH:3]=2)[N:40]=1)(=[O:46])=[O:45]. Given the reactants [CH2:1]([O:8][C:9]1[CH:14]=[C:13]([O:15][CH2:16][C:17]2[CH:22]=[CH:21][CH:20]=[CH:19][CH:18]=2)[C:12]([CH:23]([CH3:25])[CH3:24])=[CH:11][C:10]=1[C:26]1[O:30][N:29]=[C:28]([C:31]([NH:33][CH2:34][CH3:35])=[O:32])[C:27]=1[C:36]1[N:40]=[C:39]([CH2:41][OH:42])[O:38][N:37]=1)[C:2]1[CH:7]=[CH:6][CH:5]=[CH:4][CH:3]=1.[CH3:43][S:44](Cl)(=[O:46])=[O:45], predict the reaction product. (5) Given the reactants [C:1]1([Si:7]([C:13]2[CH:18]=[CH:17][CH:16]=[CH:15][CH:14]=2)([CH3:12])[O:8][SiH:9]([CH3:11])[CH3:10])[CH:6]=[CH:5][CH:4]=[CH:3][CH:2]=1.C([Si](C)(C)O[Si](C)(C)C=C)=C.[CH2:30]([Si:33]([O:38][CH3:39])([O:36][CH3:37])[O:34][CH3:35])[CH:31]=[CH2:32], predict the reaction product. The product is: [CH3:12][Si:7]([O:8][Si:9]([CH2:32][CH2:31][CH2:30][Si:33]([O:38][CH3:39])([O:36][CH3:37])[O:34][CH3:35])([CH3:10])[CH3:11])([C:13]1[CH:18]=[CH:17][CH:16]=[CH:15][CH:14]=1)[C:1]1[CH:2]=[CH:3][CH:4]=[CH:5][CH:6]=1. (6) Given the reactants [C:1]1(=O)[CH2:6][CH2:5][C:4](=[O:7])[CH2:3][CH2:2]1.CO.BrBr.[NH2:13][C:14]([NH2:16])=[S:15], predict the reaction product. The product is: [NH2:16][C:14]1[S:15][C:2]2[CH2:3][C:4](=[O:7])[CH2:5][CH2:6][C:1]=2[N:13]=1. (7) Given the reactants [CH:1]1([C:5]2[N:6]=[C:7]([NH:10][C:11]([C:13]3[CH:35]=[CH:34][N:16]4[C:17](=[O:33])[C:18](/C=C/C(O)=O)=[C:19]([N:21]5[CH2:26][CH2:25][N:24]([CH3:27])[CH2:23][CH2:22]5)[N:20]=[C:15]4[CH:14]=3)=[O:12])[S:8][CH:9]=2)[CH2:4][CH2:3][CH2:2]1.CN1CCNCC1, predict the reaction product. The product is: [CH:1]1([C:5]2[N:6]=[C:7]([NH:10][C:11]([C:13]3[CH:35]=[CH:34][N:16]4[C:17](=[O:33])[CH:18]=[C:19]([N:21]5[CH2:22][CH2:23][N:24]([CH3:27])[CH2:25][CH2:26]5)[N:20]=[C:15]4[CH:14]=3)=[O:12])[S:8][CH:9]=2)[CH2:4][CH2:3][CH2:2]1. (8) Given the reactants [N:1]([CH2:4][CH2:5][N:6]1[C:15]2[C:10](=[CH:11][C:12]([O:18][CH3:19])=[C:13]([CH3:17])[C:14]=2[CH3:16])[CH2:9][C:8]2([CH2:22][CH2:21][CH2:20]2)[CH2:7]1)=[N+]=[N-].C(OC(=O)C)C, predict the reaction product. The product is: [CH3:19][O:18][C:12]1[CH:11]=[C:10]2[C:15](=[C:14]([CH3:16])[C:13]=1[CH3:17])[N:6]([CH2:5][CH2:4][NH2:1])[CH2:7][C:8]1([CH2:20][CH2:21][CH2:22]1)[CH2:9]2.